Dataset: hERG potassium channel inhibition data for cardiac toxicity prediction from Karim et al.. Task: Regression/Classification. Given a drug SMILES string, predict its toxicity properties. Task type varies by dataset: regression for continuous values (e.g., LD50, hERG inhibition percentage) or binary classification for toxic/non-toxic outcomes (e.g., AMES mutagenicity, cardiotoxicity, hepatotoxicity). Dataset: herg_karim. The molecule is COc1ccc2ncc(F)c(CCC34CCC(NCc5ccc6c(n5)NC(=O)CO6)(CC3)CO4)c2n1.Cl. The result is 1 (blocker).